Dataset: Forward reaction prediction with 1.9M reactions from USPTO patents (1976-2016). Task: Predict the product of the given reaction. Given the reactants [CH2:1]([N:8]1[C:20]2[C:19]3[CH:18]=[C:17]([O:21][CH3:22])[C:16]([C:23]4[C:24]([CH3:29])=[N:25][O:26][C:27]=4[CH3:28])=[CH:15][C:14]=3[N:13]=[CH:12][C:11]=2[O:10][C:9]1=[O:30])[C:2]1C=[CH:6][CH:5]=[CH:4][CH:3]=1.C1(N2C=COC2=O)C=CC=CC=1, predict the reaction product. The product is: [CH3:29][C:24]1[C:23]([C:16]2[C:17]([O:21][CH3:22])=[CH:18][C:19]3[C:20]4[N:8]([C:1]5[CH:6]=[CH:5][CH:4]=[CH:3][CH:2]=5)[C:9](=[O:30])[O:10][C:11]=4[CH:12]=[N:13][C:14]=3[CH:15]=2)=[C:27]([CH3:28])[O:26][N:25]=1.